From a dataset of Reaction yield outcomes from USPTO patents with 853,638 reactions. Predict the reaction yield, written as a fraction of the theoretical maximum amount of product (1.0 means a 100% yield; for example, 0.34 means a 34% yield). (1) The reactants are [CH2:1]([N:3]1[C:7]([C:8]2[CH:9]=[C:10]([C:14]([O:16][CH3:17])=[O:15])[O:11][C:12]=2[CH3:13])=[CH:6][CH:5]=[N:4]1)[CH3:2].C1C(=O)N([Cl:25])C(=O)C1. The catalyst is C1COCC1. The product is [Cl:25][C:6]1[CH:5]=[N:4][N:3]([CH2:1][CH3:2])[C:7]=1[C:8]1[CH:9]=[C:10]([C:14]([O:16][CH3:17])=[O:15])[O:11][C:12]=1[CH3:13]. The yield is 0.890. (2) The reactants are [H-].[Na+].[Cl:3][C:4]1[CH:9]=[CH:8][C:7]([OH:10])=[CH:6][N:5]=1.[CH2:11](Br)[C:12]1[CH:17]=[CH:16][CH:15]=[CH:14][CH:13]=1. The catalyst is CCCCCC.CN(C=O)C.O. The product is [Cl:3][C:4]1[CH:9]=[CH:8][C:7]([O:10][CH2:11][C:12]2[CH:17]=[CH:16][CH:15]=[CH:14][CH:13]=2)=[CH:6][N:5]=1. The yield is 0.880. (3) The reactants are [CH3:1][N:2]1[C@@H:19]2[CH2:20][C:7]3=[CH:8][CH:9]=[C:10](O)[C:11]4[O:12][C@H:13]5[C:14]([CH2:16][CH2:17][C@:18]2([OH:21])[C@:5]5([C:6]=43)[CH2:4][CH2:3]1)=[O:15].[O-]S(C(F)(F)F)(=O)=O.ON1[C:36](=[O:37])CCC1=O.C(N(CC)CC)C.CC1(C)C2C(=C(P(C3C=CC=CC=3)C3C=CC=CC=3)C=CC=2)OC2C(P(C3C=CC=CC=3)C3C=CC=CC=3)=CC=CC1=2.Cl.[NH2:89][CH2:90][CH2:91][C:92]1[CH:97]=[CH:96][C:95]([C:98]2[CH:103]=[CH:102][NH:101][C:100](=[O:104])[CH:99]=2)=[CH:94][CH:93]=1. The catalyst is CS(C)=O.C(Cl)Cl.C([O-])(=O)C.[Pd+2].C([O-])(=O)C.O.CO. The product is [OH:21][C@:18]12[C@H:19]3[CH2:20][C:7]4[C:6]5[C@@:5]1([CH2:4][CH2:3][N:2]3[CH3:1])[C@@H:13]([O:12][C:11]=5[C:10]([C:36]([NH:89][CH2:90][CH2:91][C:92]1[CH:93]=[CH:94][C:95]([C:98]3[CH:103]=[CH:102][NH:101][C:100](=[O:104])[CH:99]=3)=[CH:96][CH:97]=1)=[O:37])=[CH:9][CH:8]=4)[C:14](=[O:15])[CH2:16][CH2:17]2. The yield is 0.330. (4) The reactants are C(O)(C(F)(F)F)=O.[CH3:8][O:9][C:10]1[CH:15]=[CH:14][C:13]([C:16](=[O:22])/[CH:17]=[CH:18]/[C:19](=[O:21])[CH3:20])=[CH:12][CH:11]=1.[CH2:23]([N:30]([CH2:36]OC)[CH2:31][Si](C)(C)C)[C:24]1[CH:29]=[CH:28][CH:27]=[CH:26][CH:25]=1. The catalyst is C(Cl)Cl. The product is [CH2:23]([N:30]1[CH2:36][CH:17]([C:16](=[O:22])[C:13]2[CH:12]=[CH:11][C:10]([O:9][CH3:8])=[CH:15][CH:14]=2)[CH:18]([C:19](=[O:21])[CH3:20])[CH2:31]1)[C:24]1[CH:29]=[CH:28][CH:27]=[CH:26][CH:25]=1. The yield is 0.810. (5) The reactants are [F:1][C:2]1([F:44])[CH2:7][C@H:6]([O:8][C:9]2[C:14]([F:15])=[CH:13][C:12]([S:16]([N:19](CC3C=CC(OC)=CC=3OC)[C:20]3[CH:25]=[CH:24][N:23]=[CH:22][N:21]=3)(=[O:18])=[O:17])=[C:11]([F:37])[CH:10]=2)[C@@H:5]([C:38]2[N:42]([CH3:43])[N:41]=[CH:40][CH:39]=2)[CH2:4][CH2:3]1.C([SiH](CC)CC)C.FC(F)(F)C(O)=O. The catalyst is ClCCl. The product is [F:44][C:2]1([F:1])[CH2:7][C@H:6]([O:8][C:9]2[C:14]([F:15])=[CH:13][C:12]([S:16]([NH:19][C:20]3[CH:25]=[CH:24][N:23]=[CH:22][N:21]=3)(=[O:17])=[O:18])=[C:11]([F:37])[CH:10]=2)[C@@H:5]([C:38]2[N:42]([CH3:43])[N:41]=[CH:40][CH:39]=2)[CH2:4][CH2:3]1. The yield is 0.990.